This data is from Reaction yield outcomes from USPTO patents with 853,638 reactions. The task is: Predict the reaction yield, written as a fraction of the theoretical maximum amount of product (1.0 means a 100% yield; for example, 0.34 means a 34% yield). (1) The reactants are [NH2:1][CH2:2][C:3]1[CH:8]=[CH:7][C:6]([C:9]2[C:14]([CH3:15])=[CH:13][CH:12]=[C:11]([NH:16][C:17]([C:19]3([C:22]4[CH:30]=[CH:29][C:25]5[O:26][CH2:27][O:28][C:24]=5[CH:23]=4)[CH2:21][CH2:20]3)=[O:18])[CH:10]=2)=[CH:5][CH:4]=1.[CH:31](=O)[CH2:32][CH3:33].[BH4-].[Na+]. The catalyst is ClCCl.COCCOC.O. The product is [O:26]1[C:25]2[CH:29]=[CH:30][C:22]([C:19]3([C:17]([NH:16][C:11]4[CH:10]=[C:9]([C:6]5[CH:5]=[CH:4][C:3]([CH2:2][NH:1][CH2:31][CH2:32][CH3:33])=[CH:8][CH:7]=5)[C:14]([CH3:15])=[CH:13][CH:12]=4)=[O:18])[CH2:20][CH2:21]3)=[CH:23][C:24]=2[O:28][CH2:27]1. The yield is 0.140. (2) The reactants are [C:1]([O:4][CH2:5][C@H:6]([NH:10][C:11]([O:13][CH2:14][C:15]1[CH:20]=[CH:19][CH:18]=[CH:17][CH:16]=1)=[O:12])[C:7]([OH:9])=O)(=[O:3])[CH3:2].CN1CCOCC1.ClC(OCC(C)C)=O.[NH:36]1[CH2:40][CH2:39][CH2:38][C@H:37]1[C:41]([O:43][C:44]([CH3:47])([CH3:46])[CH3:45])=[O:42]. The catalyst is C(Cl)Cl.CN(C=O)C. The product is [C:1]([O:4][CH2:5][C@H:6]([NH:10][C:11]([O:13][CH2:14][C:15]1[CH:20]=[CH:19][CH:18]=[CH:17][CH:16]=1)=[O:12])[C:7]([N:36]1[CH2:40][CH2:39][CH2:38][C@H:37]1[C:41]([O:43][C:44]([CH3:47])([CH3:46])[CH3:45])=[O:42])=[O:9])(=[O:3])[CH3:2]. The yield is 0.695.